This data is from Blood-brain barrier permeability classification from the B3DB database. The task is: Regression/Classification. Given a drug SMILES string, predict its absorption, distribution, metabolism, or excretion properties. Task type varies by dataset: regression for continuous measurements (e.g., permeability, clearance, half-life) or binary classification for categorical outcomes (e.g., BBB penetration, CYP inhibition). Dataset: b3db_classification. (1) The molecule is N[C@H](C(=O)NC1C(=O)N2C(C(=O)O)=C(Cl)CS[C@@H]12)c1ccccc1. The result is 0 (does not penetrate BBB). (2) The drug is C=C[C@H]1CN2CC[C@@H]1C[C@@H]2[C@@H](O)c1ccnc2ccc(OC)cc12. The result is 1 (penetrates BBB). (3) The compound is Cn1cc(CCN2CCN(c3ccccc3Cl)CC2)cn1. The result is 1 (penetrates BBB). (4) The drug is COC(=O)C1=C(C)NC(C)=C(C(=O)OCC(C)C)[C@H]1c1ccccc1[N+](=O)[O-]. The result is 1 (penetrates BBB).